From a dataset of Catalyst prediction with 721,799 reactions and 888 catalyst types from USPTO. Predict which catalyst facilitates the given reaction. (1) Product: [OH:8][CH2:9][C:10]1[N:15]=[CH:14][C:13]2[N:16]([C:19]3[S:23][C:22]([C:24]([NH2:26])=[O:25])=[C:21]([O:27][C@@H:28]([C:30]4[CH:35]=[CH:34][CH:33]=[CH:32][C:31]=4[C:36]([F:37])([F:38])[F:39])[CH3:29])[CH:20]=3)[CH:17]=[N:18][C:12]=2[CH:11]=1. The catalyst class is: 1. Reactant: [Si]([O:8][CH2:9][C:10]1[N:15]=[CH:14][C:13]2[N:16]([C:19]3[S:23][C:22]([C:24]([NH2:26])=[O:25])=[C:21]([O:27][C@@H:28]([C:30]4[CH:35]=[CH:34][CH:33]=[CH:32][C:31]=4[C:36]([F:39])([F:38])[F:37])[CH3:29])[CH:20]=3)[CH:17]=[N:18][C:12]=2[CH:11]=1)(C(C)(C)C)(C)C.[F-].C([N+](CCCC)(CCCC)CCCC)CCC. (2) Reactant: [CH2:1]([N:3]([CH2:31][C:32]([NH:34][CH2:35][CH3:36])=[O:33])[C:4]([C:6]1[CH:7]=[C:8]2[C:16](=[CH:17][CH:18]=1)[N:15]([CH2:19]C(OCC)=O)[C:14]1[CH2:13][CH2:12][CH:11]([CH:25]3[CH2:30][CH2:29][O:28][CH2:27][CH2:26]3)[CH2:10][C:9]2=1)=[O:5])[CH3:2].[CH3:37][Mg]Br.[CH2:40]1[CH2:44][O:43]CC1. Product: [CH2:1]([N:3]([CH2:31][C:32]([NH:34][CH2:35][CH3:36])=[O:33])[C:4]([C:6]1[CH:7]=[C:8]2[C:16](=[CH:17][CH:18]=1)[N:15]([CH2:19][C:44]([OH:43])([CH3:40])[CH3:37])[C:14]1[CH2:13][CH2:12][CH:11]([CH:25]3[CH2:26][CH2:27][O:28][CH2:29][CH2:30]3)[CH2:10][C:9]2=1)=[O:5])[CH3:2]. The catalyst class is: 775. (3) Reactant: [F:1][C:2]1[CH:11]=[C:10]2[C:5]([CH:6]=[CH:7][C:8]([CH3:12])=[N:9]2)=[C:4]([N:13]2[CH2:18][CH2:17][NH:16][CH2:15][CH2:14]2)[CH:3]=1.Cl[CH2:20][C:21]([C:23]1[CH:24]=[CH:25][C:26]2[O:31][CH2:30][C:29](=O)[NH:28][C:27]=2[CH:33]=1)=[O:22].C(N(CC)C(C)C)(C)C. Product: [F:1][C:2]1[CH:11]=[C:10]2[C:5]([CH:6]=[CH:7][C:8]([CH3:12])=[N:9]2)=[C:4]([N:13]2[CH2:14][CH2:15][N:16]([CH2:20][C:21]([C:23]3[CH:24]=[CH:25][C:26]4[O:31][CH2:30][CH:29]=[N:28][C:27]=4[CH:33]=3)=[O:22])[CH2:17][CH2:18]2)[CH:3]=1. The catalyst class is: 10.